From a dataset of Experimentally validated miRNA-target interactions with 360,000+ pairs, plus equal number of negative samples. Binary Classification. Given a miRNA mature sequence and a target amino acid sequence, predict their likelihood of interaction. (1) The miRNA is hsa-miR-3714 with sequence GAAGGCAGCAGUGCUCCCCUGU. The protein sequence of the target gene is MPRKQPAGCIFLLTFLGLSGLVGTVTRTYYIGIVEEYWNYVPQGKNVITGKSFTEDKLATLFLERGPNRIGSIYKKAVYRRFTDGTYSIEIPKPPWLGFLGPILRAEVGDVIVIHLKNFASRPYSLHPHGVFYNKDSEGALYPDGTSGRNKNDDMVPPGKNYTYVWPVREEYAPTPADANCLTWVYHSHIDAPKDICSGLIGPLLVCKEGILNRYSGTRNDVDREFVIMFTLVDENQSWYLNENIKHFCTNPDSVDKKDAVFQRSNKMHALNGYLFGNFPEPDMCVGESVSWHLFGMGNE.... Result: 1 (interaction). (2) Result: 0 (no interaction). The protein sequence of the target gene is MAYPFQLGLQDATSPIMEELMNFHDHTLMIVFLISSLVLYIISLMLTTKLTHTSTMDAQEVETIWTILPAVILIMIALPSLRILYMMDEINNPVLTVKTMGHQWYWSYEYTDYEDLCFDSYMIPTNDLKPGELRLLEVDNRVVLPMELPIRMLISSEDVLHSWAVPSLGLKTDAIPGRLNQATVTSNRPGLFYGQCSEICGSNHSFMPIVLEMVPLKYFENWSASMI. The miRNA is mmu-miR-202-5p with sequence UUCCUAUGCAUAUACUUCUUU. (3) The miRNA is hsa-miR-4682 with sequence UCUGAGUUCCUGGAGCCUGGUCU. Result: 0 (no interaction). The protein sequence of the target gene is MLLLELPIKCRMCGRFLRQLLAQESQHSTPVGRFLLPMLMGFRLLILVSSGPGVFGNDENEFICHLGQPGCKTICYDVFRPLSPLRFWAFQVILMAVPSAIYVAFTLYHVIGYWEVPGKENKEQETQISKGDHSKDVSGAKSLKLLWAYVAHLGVRLALEGAALGVQYNLYGFKMSSTFICREDPCIGSTTCFQSHPSEKTIFLNIMFGISGACFLFIFLELALLGLGRFWRIYKHKLSFLKKLPTSESSVRSKDTTDELSVVEAKEPF. (4) The miRNA is hsa-miR-6787-3p with sequence UCUCAGCUGCUGCCCUCUCCAG. The protein sequence of the target gene is MAFPHLQQPSFLLASLKADSINKPFAQRCQDLVKVIEDFPAKELHAVFPWLVESIFGSLDGVLVGWNLRCLQGRVNPVEYSTAMEFLDPSGPMMKLVYKLQAEDYNFDFPVSCLPGPVKASIQENVLPDSPLYHNKVQFPPTGGLGLNLALNPFEYYMFYFALSLISQKPMSMTLHVRTSDCAYFTLVDRYLSWFLPTEGSVPPPLCSSPGGSSPSPAPRTPAMPFASYGLHTSLLKRHISHQTSVNADPASHEIWRSETLLQVFVEMWLHHYSLEMYQKMQSPHAKLEVLHYRLTVSSA.... Result: 0 (no interaction). (5) The miRNA is mmu-miR-3473c with sequence UCUCUCCAGCCCCCAUAAUAAG. The protein sequence of the target gene is MAAGQNGHEEWVGSAYLFLESAVDKVILSEAYTDPKKKVAIYKALQTALSESGDSSDVLQILKIHCSDPQLIVQLRFCGRVLCGRFLQAYREGALRTALQRCMAPALAQEALRLQLELRAGAEQLDSWLTDEERCLNYILAQKPDRLRDEELAELEDELCKLTCDCTGQGGAIQVASAGSKFPVSSPTEEKPLPAACQTFLFHGQLVVNRPLTLQDQQTFARSVGLKWRRVGRSLQRNCRALRDPALDSLAYEYERDGLYEQAFQLLRRFMQAEGRRATLQRLVEALEENELTSLAEDLL.... Result: 1 (interaction). (6) The miRNA is mmu-miR-10a-5p with sequence UACCCUGUAGAUCCGAAUUUGUG. The protein sequence of the target gene is MATARAKARGSEAGARCHRAPGPPPRPKARRTARRRRAETLTARRSRPSAGERRAGSQRAWSGAPRAAVFGDECARGALFKAWCVPCLVSLDTLQELCRKEKLTCKSIGITKRNLNNYEVEYLCDYKVAKGVEYYLVKWKGWPDSTNTWEPLRNLRCPQLLRQFSDDKKTYLAQERKCKAVNSKSLQPAIAEYIVQKAKQRIALQRWQDYLNRRKNHKGMIFVENTVDLEGPPLDFYYINEYRPAPGISINSEATFGCSCTDCFFDKCCPAEAGVVLAYNKKQQIKIQPGTPIYECNSRC.... Result: 1 (interaction). (7) The miRNA is mmu-miR-139-5p with sequence UCUACAGUGCACGUGUCUCCAG. The protein sequence of the target gene is MEANGSPGTSGSANDSQHDPGKMFIGGLSWQTSPDSLRDYFSKFGEIRECMVMRDPTTKRSRGFGFVTFADPASVDKVLGQPHHELDSKTIDPKVAFPRRAQPKMVTRTKKIFVGGLSANTVVEDVKQYFEQFGKVEDAMLMFDKTTNRHRGFGFVTFENEDVVEKVCEIHFHEINNKMVECKKAQPKEVMFPPGTRGRARGLPYTMDAFMLGMGMLGYPNFVATYGRGYPGFAPSYGYQFPGFPAAAYGPVAAAAVAAARGSVLNSYSAQPNFGAPASPAGSNPARPGGFPGANSPGPV.... Result: 1 (interaction). (8) The miRNA is hsa-miR-6849-5p with sequence GAGUGGAUAGGGGAGUGUGUGGA. The protein sequence of the target gene is MQDDSIEASTSISQLLRESYLAETRHRGNNERSRAEPSSNPCHFGSPSGAAEGGGGQDDLPDLSAFLSQEELDESVNLARLAINYDPLEKADETQARKRLSPDQMKHSPNLSFEPNFCQDNPRSPTSSKESPQEAKRPQYCSETQSKKVFLNKAADFIEELSSLFKSHSSKRIRPRACKNHKSKLESQNKVMQENSSSFSDLSERRERSSVPIPIPADTRDNEVNHALEQQEAKRREAEQAASEAAGGDTTPGSSPSSLYYEEPLGQPPRFTQKLRSREVPEGTRVQLDCIVVGIPPPQV.... Result: 1 (interaction). (9) The miRNA is hsa-miR-7844-5p with sequence AAAACUAGGACUGUGUGGUGUA. The protein sequence of the target gene is MQPPPQTVPSGMAGPPPAGNPRSVFWASSPYRRRANNNAAVAPTTCPLQPVTDPFAFSRQALQSTPLGSSSKSSPPVLQGPAPAGFSQHPGLLVPHTHARDSSQGPCEPLPGPLTQPRAHASPFSGALTPSAPPGPEMNRSAEVGPSSEPEVQTLPYLPHYIPGVDPETSHGGHPHGNMPGLDRPLSRQNPHDGVVTPAASPSLPQPGLQMPGQWGPVQGGPQPSGQHRSPCPEGPVPSGVPCATSVPHFPTPSILHQGPGHEQHSPLVAPPAALPSDGRDEVSHLQSGSHLANNSDPES.... Result: 0 (no interaction). (10) The miRNA is hsa-miR-3682-5p with sequence CUACUUCUACCUGUGUUAUCAU. The protein sequence of the target gene is MNIVVEFFVVTFKVLWAFVLAAARWLVRPKEKSVAGQVCLITGAGSGLGRLFALEFARRRALLVLWDINTQSNEETAGMVRHIYRDLEAADAAALQAGNGEEEILPHCNLQVFTYTCDVGKRENVYLTAERVRKEVGEVSVLVNNAGVVSGHHLLECPDELIERTMMVNCHAHFWTTKAFLPTMLEINHGHIVTVASSLGLFSTAGVEDYCASKFGVVGFHESLSHELKAAEKDGIKTTLVCPYLVDTGMFRGCRIRKEIEPFLPPLKPDYCVKQAMKAILTDQPMICTPRLMYIVTFMK.... Result: 1 (interaction).